Dataset: Full USPTO retrosynthesis dataset with 1.9M reactions from patents (1976-2016). Task: Predict the reactants needed to synthesize the given product. (1) Given the product [Cl:32][C:26]1[CH:25]=[C:24]([C:18]2([C:20]([F:21])([F:23])[F:22])[O:17][N:16]=[C:15]([C:12]3[CH:13]=[CH:14][C:9]([N:7]4[CH2:6][CH:5]([C:3]([OH:4])=[O:2])[CH2:8]4)=[CH:10][CH:11]=3)[CH2:19]2)[CH:29]=[C:28]([Cl:30])[C:27]=1[Cl:31], predict the reactants needed to synthesize it. The reactants are: C[O:2][C:3]([CH:5]1[CH2:8][N:7]([C:9]2[CH:14]=[CH:13][C:12]([C:15]3[CH2:19][C:18]([C:24]4[CH:29]=[C:28]([Cl:30])[C:27]([Cl:31])=[C:26]([Cl:32])[CH:25]=4)([C:20]([F:23])([F:22])[F:21])[O:17][N:16]=3)=[CH:11][CH:10]=2)[CH2:6]1)=[O:4].[OH-].[Li+]. (2) Given the product [CH3:1][O:2][C:3](=[O:12])[C:4]1[CH:9]=[CH:8][C:7]([CH3:10])=[N:6][C:5]=1[S:22][CH:20]([CH3:21])[CH3:19], predict the reactants needed to synthesize it. The reactants are: [CH3:1][O:2][C:3](=[O:12])[C:4]1[CH:9]=[CH:8][C:7]([CH3:10])=[N:6][C:5]=1Cl.C([O-])([O-])=O.[Cs+].[Cs+].[CH3:19][CH:20]([SH:22])[CH3:21]. (3) Given the product [CH3:33][C:32]([CH:34]([CH2:43][C:44]1[CH:49]=[CH:48][C:47]([Br:50])=[CH:46][CH:45]=1)[CH2:35][C:36]1[CH:41]=[CH:40][C:39]([Br:42])=[CH:38][CH:37]=1)([CH:31]=[CH2:30])[CH3:4], predict the reactants needed to synthesize it. The reactants are: C[Mg]I.[C:4]1(C)C=C(C)C=C(C)C=1N1C=CN(C2C(C)=CC(C)=CC=2C)C1=[Cu-2]Cl.Cl[CH2:30][CH:31]=[C:32]([CH:34]([CH2:43][C:44]1[CH:49]=[CH:48][C:47]([Br:50])=[CH:46][CH:45]=1)[CH2:35][C:36]1[CH:41]=[CH:40][C:39]([Br:42])=[CH:38][CH:37]=1)[CH3:33].[Cl-].[NH4+]. (4) Given the product [Cl:1][C:2]1[C:3]([NH:9][C:10]2[O:31][C@:23]3([CH2:22][N:21]=2)[CH:28]2[CH2:29][CH2:30][N:25]([CH2:26][CH2:27]2)[CH2:24]3)=[N:4][CH:5]=[C:6]([Cl:8])[CH:7]=1, predict the reactants needed to synthesize it. The reactants are: [Cl:1][C:2]1[C:3]([N:9]=[C:10]=S)=[N:4][CH:5]=[C:6]([Cl:8])[CH:7]=1.CCN(CC)CC.Cl.Cl.[NH2:21][CH2:22][C@@:23]1([OH:31])[CH:28]2[CH2:29][CH2:30][N:25]([CH2:26][CH2:27]2)[CH2:24]1.C(N=C=NC(C)C)(C)C. (5) Given the product [NH2:69][C:21](=[O:22])[CH2:20][C@H:19]([C:24](=[O:42])[NH:25][C@H:26]1[CH2:32][CH2:31][S:30][C@H:29]2[CH2:33][CH2:34][CH2:35][C@@H:36]([C:37]([O:39][CH3:40])=[O:38])[N:28]2[C:27]1=[O:41])[CH2:18][CH2:17][C@H:16]([CH2:9][C:10]1[CH:11]=[CH:12][CH:13]=[CH:14][CH:15]=1)[C:43]([NH:45][C@H:46]1[CH2:52][CH2:51][S:50][C@H:49]2[CH2:53][CH2:54][CH2:55][C@@H:56]([C:57]([O:59][CH3:60])=[O:58])[N:48]2[C:47]1=[O:61])=[O:70], predict the reactants needed to synthesize it. The reactants are: ClC(OCC(C)C)=O.[CH2:9]([C@H:16]([C:43]([NH:45][C@H:46]1[CH2:52][CH2:51][S:50][C@H:49]2[CH2:53][CH2:54][CH2:55][C@@H:56]([C:57]([O:59][CH3:60])=[O:58])[N:48]2[C:47]1=[O:61])=O)[CH2:17][CH2:18][C@@H:19]([C:24](=[O:42])[NH:25][C@H:26]1[CH2:32][CH2:31][S:30][C@H:29]2[CH2:33][CH2:34][CH2:35][C@@H:36]([C:37]([O:39][CH3:40])=[O:38])[N:28]2[C:27]1=[O:41])[CH2:20][C:21](O)=[O:22])[C:10]1[CH:15]=[CH:14][CH:13]=[CH:12][CH:11]=1.CN1CCOCC1.[NH4+:69].[OH-:70]. (6) The reactants are: [NH2:1][C:2]1[CH:3]=[C:4]([CH:37]=[CH:38][C:39]=1[NH2:40])[O:5][C:6]1[C:7]([CH:29]2[CH2:33][CH2:32][CH2:31][N:30]2[C:34](=[O:36])[CH3:35])=[CH:8][C:9]2[N:13](COCC[Si](C)(C)C)[C:12]([C:22]3[CH:27]=[CH:26][CH:25]=[CH:24][N:23]=3)=[N:11][C:10]=2[CH:28]=1.[CH:41](O)=O. Given the product [N:40]1[C:39]2[CH:38]=[CH:37][C:4]([O:5][C:6]3[C:7]([CH:29]4[CH2:33][CH2:32][CH2:31][N:30]4[C:34](=[O:36])[CH3:35])=[CH:8][C:9]4[NH:13][C:12]([C:22]5[CH:27]=[CH:26][CH:25]=[CH:24][N:23]=5)=[N:11][C:10]=4[CH:28]=3)=[CH:3][C:2]=2[NH:1][CH:41]=1, predict the reactants needed to synthesize it. (7) Given the product [C:7]([NH:11][C:12]1[N:6]2[C:2]([S:3][CH:4]=[CH:5]2)=[N:1][C:18]=1[C:17]1[CH:20]=[CH:21][C:22]([O:23][CH3:24])=[C:15]([O:14][CH3:13])[CH:16]=1)([CH3:10])([CH3:9])[CH3:8], predict the reactants needed to synthesize it. The reactants are: [NH2:1][C:2]1[S:3][CH:4]=[CH:5][N:6]=1.[C:7]([N+:11]#[C-:12])([CH3:10])([CH3:9])[CH3:8].[CH3:13][O:14][C:15]1[CH:16]=[C:17]([CH:20]=[CH:21][C:22]=1[O:23][CH3:24])[CH:18]=O. (8) Given the product [CH2:34]([CH:3]([CH2:1][CH3:2])[CH2:4][O:5][C:6](=[O:33])[C:7]1[CH:8]=[CH:9][C:10]([CH2:13][N:14]2[CH2:18][C:17](=[O:19])[NH:16][S:15]2(=[O:31])=[O:32])=[CH:11][CH:12]=1)[CH3:35], predict the reactants needed to synthesize it. The reactants are: [CH2:1]([CH:3]([CH2:34][CH3:35])[CH2:4][O:5][C:6](=[O:33])[C:7]1[CH:12]=[CH:11][C:10]([CH2:13][N:14]2[CH2:18][C:17](=[O:19])[N:16](CC3C=CC(OC)=CC=3OC)[S:15]2(=[O:32])=[O:31])=[CH:9][CH:8]=1)[CH3:2].C(O)(C(F)(F)F)=O.